From a dataset of Reaction yield outcomes from USPTO patents with 853,638 reactions. Predict the reaction yield, written as a fraction of the theoretical maximum amount of product (1.0 means a 100% yield; for example, 0.34 means a 34% yield). (1) The reactants are C(O[C:4](=[O:26])/[C:5](/[C:24]#[N:25])=[CH:6]/[NH:7][C:8]1[CH:13]=[CH:12][C:11]([O:14][CH3:15])=[C:10]([O:16][CH2:17][C:18]2[CH:23]=[CH:22][CH:21]=[CH:20][CH:19]=2)[CH:9]=1)C.C1C=CC(C2C=CC=CC=2)=CC=1.C1C=CC(OC2C=CC=CC=2)=CC=1. The catalyst is CCCCCCC. The product is [CH2:17]([O:16][C:10]1[CH:9]=[C:8]2[C:13]([C:4](=[O:26])[C:5]([C:24]#[N:25])=[CH:6][NH:7]2)=[CH:12][C:11]=1[O:14][CH3:15])[C:18]1[CH:19]=[CH:20][CH:21]=[CH:22][CH:23]=1. The yield is 0.500. (2) The reactants are [F:1][C:2]([F:21])([F:20])[C:3]1[CH:4]=[C:5]([C:9]2[C:17]3[O:16][CH:15]([CH2:18][NH2:19])[CH2:14][C:13]=3[CH:12]=[CH:11][CH:10]=2)[CH:6]=[CH:7][CH:8]=1.C(N(C(C)C)CC)(C)C.Cl[C:32]([O:34][CH2:35][C:36]1[CH:41]=[CH:40][CH:39]=[CH:38][CH:37]=1)=[O:33]. No catalyst specified. The product is [CH2:35]([O:34][C:32](=[O:33])[NH:19][CH2:18][CH:15]1[CH2:14][C:13]2[CH:12]=[CH:11][CH:10]=[C:9]([C:5]3[CH:6]=[CH:7][CH:8]=[C:3]([C:2]([F:20])([F:1])[F:21])[CH:4]=3)[C:17]=2[O:16]1)[C:36]1[CH:41]=[CH:40][CH:39]=[CH:38][CH:37]=1. The yield is 0.970.